Task: Predict the reactants needed to synthesize the given product.. Dataset: Full USPTO retrosynthesis dataset with 1.9M reactions from patents (1976-2016) (1) Given the product [NH2:19][CH2:18]/[CH:17]=[CH:16]/[C:14]1[CH2:15][C@H:9]2[CH:8]=[N:7][C:6]3[CH:37]=[C:38]([O:39][CH2:40][CH2:41][CH2:42][O:43][C:44]4[C:45]([O:72][CH3:73])=[CH:46][C:47]5[C:53](=[O:54])[N:52]6[CH:55]=[C:56]([C:58]7[CH:63]=[CH:62][C:61]([N:64]8[CH2:65][CH2:66][N:67]([CH3:70])[CH2:68][CH2:69]8)=[CH:60][CH:59]=7)[CH2:57][C@H:51]6[CH:50]=[N:49][C:48]=5[CH:71]=4)[C:3]([O:2][CH3:1])=[CH:4][C:5]=3[C:11](=[O:12])[N:10]2[CH:13]=1, predict the reactants needed to synthesize it. The reactants are: [CH3:1][O:2][C:3]1[C:38]([O:39][CH2:40][CH2:41][CH2:42][O:43][C:44]2[C:45]([O:72][CH3:73])=[CH:46][C:47]3[C:53](=[O:54])[N:52]4[CH:55]=[C:56]([C:58]5[CH:63]=[CH:62][C:61]([N:64]6[CH2:69][CH2:68][N:67]([CH3:70])[CH2:66][CH2:65]6)=[CH:60][CH:59]=5)[CH2:57][C@H:51]4[CH:50]=[N:49][C:48]=3[CH:71]=2)=[CH:37][C:6]2[N:7]=[CH:8][C@@H:9]3[CH2:15][C:14](/[CH:16]=[CH:17]/[CH2:18][NH:19]C(=O)OCC4C5C=CC=CC=5C5C4=CC=CC=5)=[CH:13][N:10]3[C:11](=[O:12])[C:5]=2[CH:4]=1. (2) Given the product [F:29][C:30]1[CH:31]=[C:32]2[C:36](=[CH:37][CH:38]=1)[NH:35][CH:34]=[C:33]2[C:39]1[CH2:40][CH2:41][N:42]([CH2:12][CH:13]2[O:28][C:17]3=[C:18]4[C:23](=[CH:24][CH:25]=[C:16]3[O:15][CH2:14]2)[N:22]=[C:21]([CH3:26])[C:20]([CH3:27])=[N:19]4)[CH2:43][CH:44]=1, predict the reactants needed to synthesize it. The reactants are: CC1C=CC(S(O[CH2:12][C@@H:13]2[O:28][C:17]3=[C:18]4[C:23](=[CH:24][CH:25]=[C:16]3[O:15][CH2:14]2)[N:22]=[C:21]([CH3:26])[C:20]([CH3:27])=[N:19]4)(=O)=O)=CC=1.[F:29][C:30]1[CH:31]=[C:32]2[C:36](=[CH:37][CH:38]=1)[NH:35][CH:34]=[C:33]2[C:39]1[CH2:40][CH2:41][NH:42][CH2:43][CH:44]=1. (3) Given the product [Cl:1][C:2]1[C:3]([CH3:17])=[CH:4][C:5]([C@H:9]([NH:10][S@@:11]([C:13]([CH3:14])([CH3:16])[CH3:15])=[O:12])[CH:18]([CH3:22])[CH3:19])=[CH:6][C:7]=1[CH3:8], predict the reactants needed to synthesize it. The reactants are: [Cl:1][C:2]1[C:7]([CH3:8])=[CH:6][C:5](/[CH:9]=[N:10]/[S@@:11]([C:13]([CH3:16])([CH3:15])[CH3:14])=[O:12])=[CH:4][C:3]=1[CH3:17].[CH2:18]1[CH2:22]OC[CH2:19]1. (4) Given the product [CH:1]1([C@H:5]([NH:7][C:8]2[N:16]=[C:15]([C:17]#[N:18])[N:14]=[C:13]3[C:9]=2[N:10]([CH2:26][C@H:27]2[CH2:32][CH2:31][C@H:30]([CH3:33])[CH2:29][CH2:28]2)[C:11]([CH:19]([C:21]2[N:22]=[CH:23][S:24][CH:25]=2)[CH3:20])=[N:12]3)[CH3:6])[CH2:2][CH2:3][CH2:4]1, predict the reactants needed to synthesize it. The reactants are: [CH:1]1([C@H:5]([NH:7][C:8]2[N:16]=[C:15]([C:17]#[N:18])[N:14]=[C:13]3[C:9]=2[N:10]([CH2:26][C@H:27]2[CH2:32][CH2:31][C@H:30]([CH3:33])[CH2:29][CH2:28]2)[C:11]([C:19]([C:21]2[N:22]=[CH:23][S:24][CH:25]=2)=[CH2:20])=[N:12]3)[CH3:6])[CH2:4][CH2:3][CH2:2]1.